From a dataset of Catalyst prediction with 721,799 reactions and 888 catalyst types from USPTO. Predict which catalyst facilitates the given reaction. (1) Reactant: [OH-].[Na+].C[O:4][C:5]([CH:7]1[CH2:12][CH2:11][CH:10]([NH:13][C:14]2[N:19]=[C:18]([N:20]3[C:24]4[CH:25]=[CH:26][CH:27]=[CH:28][C:23]=4[N:22]=[N:21]3)[C:17]([Cl:29])=[CH:16][N:15]=2)[CH2:9][CH2:8]1)=[O:6].Cl. The catalyst class is: 20. Product: [N:20]1([C:18]2[C:17]([Cl:29])=[CH:16][N:15]=[C:14]([NH:13][C@H:10]3[CH2:9][CH2:8][C@H:7]([C:5]([OH:6])=[O:4])[CH2:12][CH2:11]3)[N:19]=2)[C:24]2[CH:25]=[CH:26][CH:27]=[CH:28][C:23]=2[N:22]=[N:21]1. (2) Reactant: [N+:1]([C:4]1[CH:9]=[C:8]([N+:10]([O-])=O)[CH:7]=[CH:6][C:5]=1[S:13][CH2:14][C:15]([OH:17])=O)([O-])=O.[Sn]. Product: [NH2:10][C:8]1[CH:7]=[CH:6][C:5]2[S:13][CH2:14][C:15](=[O:17])[NH:1][C:4]=2[CH:9]=1. The catalyst class is: 8. (3) Reactant: [CH2:1]([O:3][C:4]1[CH:12]=[C:11]2[C:7]([CH2:8][C@H:9]([NH:14]C(=O)C3C=CC=CC=3CO)[C@H:10]2[OH:13])=[CH:6][CH:5]=1)[CH3:2].C(OC1C=C2C(C[C@H](NC(=O)C3C=CC=CC=3CO)[C@@H]2O)=CC=1)C. Product: [NH2:14][C@H:9]1[CH2:8][C:7]2[C:11](=[CH:12][C:4]([O:3][CH2:1][CH3:2])=[CH:5][CH:6]=2)[C@@H:10]1[OH:13]. The catalyst class is: 15. (4) Reactant: [Cl:1][C:2]1[CH:3]=[C:4]([N:10]2[C:14]([CH3:15])=[C:13]([O:16][C:17]3[CH:25]=[CH:24][C:20]([C:21](O)=[O:22])=[CH:19][CH:18]=3)[C:12]([CH3:26])=[N:11]2)[CH:5]=[CH:6][C:7]=1[C:8]#[N:9].[C:27]([NH:32][NH2:33])(=[O:31])[C:28]([NH2:30])=[O:29]. Product: [Cl:1][C:2]1[CH:3]=[C:4]([N:10]2[C:14]([CH3:15])=[C:13]([O:16][C:17]3[CH:25]=[CH:24][C:20]([C:21]([NH:33][NH:32][C:27](=[O:31])[C:28]([NH2:30])=[O:29])=[O:22])=[CH:19][CH:18]=3)[C:12]([CH3:26])=[N:11]2)[CH:5]=[CH:6][C:7]=1[C:8]#[N:9]. The catalyst class is: 3. (5) Reactant: C([Li])CCC.[O:6]1CCC[CH2:7]1.Br[C:12]1[C:13]([O:22][CH3:23])=[N:14][CH:15]=[N:16][C:17]=1[C:18]([F:21])([F:20])[F:19].C(OCC)=O. Product: [CH3:23][O:22][C:13]1[C:12]([CH:7]=[O:6])=[C:17]([C:18]([F:21])([F:20])[F:19])[N:16]=[CH:15][N:14]=1. The catalyst class is: 6. (6) Reactant: Cl.[NH2:2][CH2:3][CH2:4][N:5]1[C:14]2[C:9](=[C:10]([C:15]3[CH:16]=[C:17]4[C:22](=[CH:23][CH:24]=3)[N:21]([CH3:25])[C:20](=[O:26])[CH2:19][CH2:18]4)[CH:11]=[N:12][CH:13]=2)[CH2:8][CH2:7][CH2:6]1.CN(C(ON1N=NC2C=CC=CC1=2)=[N+](C)C)C.[B-](F)(F)(F)F.CCN(C(C)C)C(C)C.[C:58](O)(=[O:61])[CH2:59][CH3:60].C([O-])(O)=O.[Na+]. Product: [CH3:25][N:21]1[C:22]2[C:17](=[CH:16][C:15]([C:10]3[CH:11]=[N:12][CH:13]=[C:14]4[C:9]=3[CH2:8][CH2:7][CH2:6][N:5]4[CH2:4][CH2:3][NH:2][C:58](=[O:61])[CH2:59][CH3:60])=[CH:24][CH:23]=2)[CH2:18][CH2:19][C:20]1=[O:26]. The catalyst class is: 31. (7) Reactant: C[O:2][P:3]([CH2:7][NH:8][S:9]([C:12]1[CH:17]=[CH:16][C:15]([F:18])=[CH:14][CH:13]=1)(=[O:11])=[O:10])(=[O:6])[O:4]C.Br[Si](C)(C)C. Product: [F:18][C:15]1[CH:14]=[CH:13][C:12]([S:9]([NH:8][CH2:7][P:3](=[O:2])([OH:6])[OH:4])(=[O:11])=[O:10])=[CH:17][CH:16]=1. The catalyst class is: 2. (8) Reactant: C[O:2][C:3](=[O:19])[C:4]1[CH:9]=[CH:8][C:7]([CH2:10][OH:11])=[CH:6][C:5]=1[C:12]1[CH:17]=[CH:16][CH:15]=[CH:14][C:13]=1[CH3:18].[OH-].[Na+]. Product: [OH:11][CH2:10][C:7]1[CH:8]=[CH:9][C:4]([C:3]([OH:19])=[O:2])=[C:5]([C:12]2[CH:17]=[CH:16][CH:15]=[CH:14][C:13]=2[CH3:18])[CH:6]=1. The catalyst class is: 14.